This data is from Reaction yield outcomes from USPTO patents with 853,638 reactions. The task is: Predict the reaction yield, written as a fraction of the theoretical maximum amount of product (1.0 means a 100% yield; for example, 0.34 means a 34% yield). (1) The reactants are [CH:1]1([CH2:6][N:7]2[C:12](=[O:13])[C:11]([CH2:14]OS(C)(=O)=O)=[CH:10][C:9]([C:20]3[CH:25]=[CH:24][C:23]([O:26][CH3:27])=[C:22]([F:28])[CH:21]=3)=[N:8]2)[CH2:5][CH2:4][CH2:3][CH2:2]1.[CH3:29][NH:30][CH3:31]. No catalyst specified. The product is [CH:1]1([CH2:6][N:7]2[C:12](=[O:13])[C:11]([CH2:14][N:30]([CH3:31])[CH3:29])=[CH:10][C:9]([C:20]3[CH:25]=[CH:24][C:23]([O:26][CH3:27])=[C:22]([F:28])[CH:21]=3)=[N:8]2)[CH2:5][CH2:4][CH2:3][CH2:2]1. The yield is 0.637. (2) The reactants are [Cl:1][C:2]1[CH:7]=[C:6]([O:8][C:9]2[C:18]3[C:13](=[CH:14][C:15]([OH:21])=[C:16]([O:19][CH3:20])[CH:17]=3)[N:12]=[CH:11][N:10]=2)[CH:5]=[CH:4][C:3]=1[NH:22][C:23]([NH:25][CH2:26][CH2:27][CH3:28])=[O:24].C(=O)([O-])[O-].[K+].[K+].[Br:35][CH2:36][CH2:37]Br. The catalyst is CN(C)C=O. The product is [Br:35][CH2:36][CH2:37][O:21][C:15]1[CH:14]=[C:13]2[C:18]([C:9]([O:8][C:6]3[CH:5]=[CH:4][C:3]([NH:22][C:23]([NH:25][CH2:26][CH2:27][CH3:28])=[O:24])=[C:2]([Cl:1])[CH:7]=3)=[N:10][CH:11]=[N:12]2)=[CH:17][C:16]=1[O:19][CH3:20]. The yield is 0.450. (3) The reactants are [CH3:1][C:2]1[NH:7][C:6](=[O:8])[C:5]([C:9]#[N:10])=[C:4]([CH:11]([CH3:13])[CH3:12])[CH:3]=1.[B-](F)(F)(F)[F:15].[B-](F)(F)(F)F.C1[N+]2(CCl)CC[N+](F)(CC2)C1. The catalyst is CC#N. The product is [F:15][C:3]1[C:4]([CH:11]([CH3:13])[CH3:12])=[C:5]([C:9]#[N:10])[C:6](=[O:8])[NH:7][C:2]=1[CH3:1]. The yield is 0.360. (4) The reactants are Cl[C:2]([O:4][CH2:5][CH3:6])=[O:3].[F:7][C:8]([F:18])([F:17])[O:9][C:10]1[CH:16]=[CH:15][CH:14]=[CH:13][C:11]=1[NH2:12].C(=O)([O-])[O-].[Na+].[Na+].O1CCOCC1. The catalyst is O. The product is [F:7][C:8]([F:17])([F:18])[O:9][C:10]1[CH:16]=[CH:15][CH:14]=[CH:13][C:11]=1[NH:12][C:2](=[O:3])[O:4][CH2:5][CH3:6]. The yield is 0.840. (5) The reactants are [O:1]=[C:2]1[C:7]2[N:8]([CH2:15][CH2:16][CH3:17])[C:9]3[CH:10]=[CH:11][CH:12]=[CH:13][C:14]=3[C:6]=2[N:5]=[C:4]([S:18][CH2:19][C:20]([O:22]C(C)(C)C)=[O:21])[N:3]1[C:27]1[CH:32]=[CH:31][CH:30]=[CH:29][CH:28]=1.FC(F)(F)C(O)=O. The catalyst is C(#N)C. The product is [O:1]=[C:2]1[C:7]2[N:8]([CH2:15][CH2:16][CH3:17])[C:9]3[CH:10]=[CH:11][CH:12]=[CH:13][C:14]=3[C:6]=2[N:5]=[C:4]([S:18][CH2:19][C:20]([OH:22])=[O:21])[N:3]1[C:27]1[CH:32]=[CH:31][CH:30]=[CH:29][CH:28]=1. The yield is 1.00. (6) The reactants are [NH2:1][C@@H:2]1[C@@H:7]([CH3:8])[CH2:6][C@@H:5]([C:9]2[CH:14]=[CH:13][N:12]=[CH:11][C:10]=2[NH:15][C:16](=[O:32])[C:17]2[CH:22]=[CH:21][C:20]([F:23])=[C:19]([C:24]3[C:29]([F:30])=[CH:28][CH:27]=[CH:26][C:25]=3[F:31])[N:18]=2)[CH2:4][C@H:3]1[NH:33]C(=O)OC(C)(C)C.[C:41](OC(=O)C)(=[O:43])[CH3:42]. No catalyst specified. The product is [C:41]([NH:1][C@@H:2]1[C@@H:7]([CH3:8])[CH2:6][C@@H:5]([C:9]2[CH:14]=[CH:13][N:12]=[CH:11][C:10]=2[NH:15][C:16](=[O:32])[C:17]2[CH:22]=[CH:21][C:20]([F:23])=[C:19]([C:24]3[C:29]([F:30])=[CH:28][CH:27]=[CH:26][C:25]=3[F:31])[N:18]=2)[CH2:4][C@H:3]1[NH2:33])(=[O:43])[CH3:42]. The yield is 0.130.